From a dataset of Forward reaction prediction with 1.9M reactions from USPTO patents (1976-2016). Predict the product of the given reaction. (1) Given the reactants [H-].[Na+].[C:3]([O:7][C:8]([N:10]1[CH2:14][C@H:13]([S:15][CH2:16][C:17]2[CH:22]=[CH:21][C:20]([O:23][CH3:24])=[CH:19][CH:18]=2)[CH2:12][C@H:11]1[CH:25]=O)=[O:9])([CH3:6])([CH3:5])[CH3:4].CO.C([O-])(O)=[O:30].[Na+].[CH2:34]1[CH2:38][O:37][CH2:36][CH2:35]1, predict the reaction product. The product is: [C:3]([O:7][C:8]([N:10]1[CH2:14][C@H:13]([S:15][CH2:16][C:17]2[CH:22]=[CH:21][C:20]([O:23][CH3:24])=[CH:19][CH:18]=2)[CH2:12][C@H:11]1[CH:25]=[CH:35][C:36]([O:37][CH2:38][CH3:34])=[O:30])=[O:9])([CH3:6])([CH3:5])[CH3:4]. (2) Given the reactants Br[C:2]1[CH:3]=[C:4]2[C:9](=[CH:10][CH:11]=1)[C:8](=[O:12])[NH:7][CH2:6][C:5]2([CH3:14])[CH3:13].[B:15]1([B:15]2[O:19][C:18]([CH3:21])([CH3:20])[C:17]([CH3:23])([CH3:22])[O:16]2)[O:19][C:18]([CH3:21])([CH3:20])[C:17]([CH3:23])([CH3:22])[O:16]1.CC([O-])=O.[K+], predict the reaction product. The product is: [CH3:13][C:5]1([CH3:14])[C:4]2[C:9](=[CH:10][CH:11]=[C:2]([B:15]3[O:19][C:18]([CH3:21])([CH3:20])[C:17]([CH3:23])([CH3:22])[O:16]3)[CH:3]=2)[C:8](=[O:12])[NH:7][CH2:6]1.